From a dataset of Catalyst prediction with 721,799 reactions and 888 catalyst types from USPTO. Predict which catalyst facilitates the given reaction. Reactant: [O:1]1[CH2:5][CH2:4][CH2:3][C:2]1=[O:6].[C:7]1([Li])[CH:12]=[CH:11][CH:10]=[CH:9][CH:8]=1. Product: [OH:1][CH2:5][CH2:4][CH2:3][C:2]([C:7]1[CH:12]=[CH:11][CH:10]=[CH:9][CH:8]=1)=[O:6]. The catalyst class is: 27.